Task: Predict which catalyst facilitates the given reaction.. Dataset: Catalyst prediction with 721,799 reactions and 888 catalyst types from USPTO (1) Reactant: Cl[C:2]1[CH:7]=[N:6][CH:5]=[C:4]([Cl:8])[N:3]=1.[OH:9][C:10]1[CH:11]=[CH:12][CH:13]=[C:14]2[C:18]=1[C:17](=[O:19])[CH2:16][CH2:15]2. Product: [Cl:8][C:4]1[CH:5]=[N:6][CH:7]=[C:2]([O:9][C:10]2[CH:11]=[CH:12][CH:13]=[C:14]3[C:18]=2[C:17](=[O:19])[CH2:16][CH2:15]3)[N:3]=1. The catalyst class is: 25. (2) Reactant: C(S)C.[H-].[Na+].C[O:7][C:8]1[CH:17]=[C:16]2[C:11]([C:12]([C:18]3[C:19]([C:27]4[CH:32]=[CH:31][CH:30]=[CH:29][N:28]=4)=[N:20][N:21]4[CH:26]=[CH:25][CH:24]=[CH:23][C:22]=34)=[CH:13][CH:14]=[N:15]2)=[CH:10][CH:9]=1. Product: [N:28]1[CH:29]=[CH:30][CH:31]=[CH:32][C:27]=1[C:19]1[C:18]([C:12]2[C:11]3[C:16](=[CH:17][C:8]([OH:7])=[CH:9][CH:10]=3)[N:15]=[CH:14][CH:13]=2)=[C:22]2[CH:23]=[CH:24][CH:25]=[CH:26][N:21]2[N:20]=1. The catalyst class is: 3. (3) Reactant: Cl.[NH2:2][C@@H:3]([CH2:11][CH:12]1[CH2:17][CH2:16][CH2:15][CH2:14][CH2:13]1)[C:4]([NH:6][CH2:7][CH2:8][O:9][CH3:10])=[O:5].[CH3:18][C:19]([O:22][C:23]([NH:25][C@H:26]([C:37](O)=[O:38])[CH2:27][C:28]1[C:36]2[C:31](=[CH:32][CH:33]=[CH:34][CH:35]=2)[S:30][CH:29]=1)=[O:24])([CH3:21])[CH3:20].C(Cl)CCl.C1C=CC2N(O)N=NC=2C=1.CN1CCOCC1. Product: [S:30]1[CH:29]=[C:28]([CH2:27][C@H:26]([NH:25][C:23]([O:22][C:19]([CH3:21])([CH3:18])[CH3:20])=[O:24])[C:37]([NH:2][C@@H:3]([CH2:11][CH:12]2[CH2:13][CH2:14][CH2:15][CH2:16][CH2:17]2)[C:4]([NH:6][CH2:7][CH2:8][O:9][CH3:10])=[O:5])=[O:38])[C:36]2[CH:35]=[CH:34][CH:33]=[CH:32][C:31]1=2. The catalyst class is: 4. (4) Reactant: [Br:1][C:2]1[CH:7]=[CH:6][C:5]([C:8]([OH:11])([CH3:10])[CH3:9])=[C:4]([F:12])[CH:3]=1.[O:13]1[CH:18]=[CH:17][CH2:16][CH2:15][CH2:14]1.C1(C)C=CC(S([O-])(=O)=O)=CC=1.[NH+]1C=CC=CC=1. Product: [Br:1][C:2]1[CH:7]=[CH:6][C:5]([C:8]([CH3:10])([O:11][CH:14]2[CH2:15][CH2:16][CH2:17][CH2:18][O:13]2)[CH3:9])=[C:4]([F:12])[CH:3]=1. The catalyst class is: 4.